Dataset: Peptide-MHC class I binding affinity with 185,985 pairs from IEDB/IMGT. Task: Regression. Given a peptide amino acid sequence and an MHC pseudo amino acid sequence, predict their binding affinity value. This is MHC class I binding data. The peptide sequence is VTFKVPHAKR. The MHC is HLA-A68:01 with pseudo-sequence HLA-A68:01. The binding affinity (normalized) is 0.716.